From a dataset of Full USPTO retrosynthesis dataset with 1.9M reactions from patents (1976-2016). Predict the reactants needed to synthesize the given product. Given the product [Cl:17][CH2:16][CH2:15][CH2:14][CH2:13][N:5]1[CH:6]=[CH:7][CH:8]=[C:3]([O:2][CH3:1])[C:4]1=[O:9], predict the reactants needed to synthesize it. The reactants are: [CH3:1][O:2][C:3]1[C:4](=[O:9])[NH:5][CH:6]=[CH:7][CH:8]=1.[H-].[Na+].Br[CH2:13][CH2:14][CH2:15][CH2:16][Cl:17].